From a dataset of Forward reaction prediction with 1.9M reactions from USPTO patents (1976-2016). Predict the product of the given reaction. (1) Given the reactants Cl[C:2]1[CH:7]=[CH:6][N:5]2[C:8]([C:11]3[CH:12]=[C:13]([NH:17][C:18]([NH:20][CH2:21][C:22]([F:25])([F:24])[F:23])=[O:19])[CH:14]=[CH:15][CH:16]=3)=[CH:9][N:10]=[C:4]2[CH:3]=1.CC1(C)C(C)(C)OB([C:34]2[CH:40]=[CH:39][CH:38]=[CH:37][C:35]=2[NH2:36])O1.C(=O)([O-])[O-].[Cs+].[Cs+], predict the reaction product. The product is: [NH2:36][C:35]1[CH:37]=[CH:38][CH:39]=[CH:40][C:34]=1[C:2]1[CH:7]=[CH:6][N:5]2[C:8]([C:11]3[CH:12]=[C:13]([NH:17][C:18]([NH:20][CH2:21][C:22]([F:25])([F:24])[F:23])=[O:19])[CH:14]=[CH:15][CH:16]=3)=[CH:9][N:10]=[C:4]2[CH:3]=1. (2) Given the reactants [NH2:1][CH2:2][CH2:3][C:4]1[N:5]([CH:27]([C:34]2[CH:39]=[CH:38][CH:37]=[CH:36][CH:35]=2)[C:28]2[CH:33]=[CH:32][CH:31]=[CH:30][CH:29]=2)[C:6]2[C:11]([C:12]=1[CH2:13][CH2:14][CH2:15][C:16]1[CH:25]=[CH:24][C:19]([C:20]([O:22][CH3:23])=[O:21])=[CH:18][CH:17]=1)=[CH:10][C:9]([Cl:26])=[CH:8][CH:7]=2.[CH2:40]([O:47][C:48]1[CH:53]=[CH:52][CH:51]=[CH:50][C:49]=1[CH2:54][S:55](Cl)(=[O:57])=[O:56])[C:41]1[CH:46]=[CH:45][CH:44]=[CH:43][CH:42]=1, predict the reaction product. The product is: [CH2:40]([O:47][C:48]1[CH:53]=[CH:52][CH:51]=[CH:50][C:49]=1[CH2:54][S:55]([NH:1][CH2:2][CH2:3][C:4]1[N:5]([CH:27]([C:28]2[CH:33]=[CH:32][CH:31]=[CH:30][CH:29]=2)[C:34]2[CH:35]=[CH:36][CH:37]=[CH:38][CH:39]=2)[C:6]2[C:11]([C:12]=1[CH2:13][CH2:14][CH2:15][C:16]1[CH:25]=[CH:24][C:19]([C:20]([O:22][CH3:23])=[O:21])=[CH:18][CH:17]=1)=[CH:10][C:9]([Cl:26])=[CH:8][CH:7]=2)(=[O:56])=[O:57])[C:41]1[CH:42]=[CH:43][CH:44]=[CH:45][CH:46]=1. (3) The product is: [Br:1][C:2]1[N:10]=[CH:9][N:8]=[C:7]2[C:3]=1[N:4]=[CH:5][N:6]2[CH:24]1[CH2:25][CH2:26][CH2:27][CH2:28][O:23]1. Given the reactants [Br:1][C:2]1[N:10]=[CH:9][N:8]=[C:7]2[C:3]=1[N:4]=[CH:5][NH:6]2.O.C1(C)C=CC(S(O)(=O)=O)=CC=1.[O:23]1[CH:28]=[CH:27][CH2:26][CH2:25][CH2:24]1, predict the reaction product.